Task: Predict the reactants needed to synthesize the given product.. Dataset: Full USPTO retrosynthesis dataset with 1.9M reactions from patents (1976-2016) Given the product [Cl:5][CH2:6][C:7]1([CH3:26])[O:11][N:10]=[C:9]([S:12][CH2:13][C:14]2[C:15]([C:22]([F:25])([F:24])[F:23])=[N:16][N:17]([CH2:20][CH3:21])[C:18]=2[S:2][CH3:1])[CH2:8]1, predict the reactants needed to synthesize it. The reactants are: [CH3:1][S:2][O-].[Na+].[Cl:5][CH2:6][C:7]1([CH3:26])[O:11][N:10]=[C:9]([S:12][CH2:13][C:14]2[C:15]([C:22]([F:25])([F:24])[F:23])=[N:16][N:17]([CH2:20][CH3:21])[C:18]=2F)[CH2:8]1.O.C(OCC)(=O)C.